This data is from Forward reaction prediction with 1.9M reactions from USPTO patents (1976-2016). The task is: Predict the product of the given reaction. (1) Given the reactants [OH:1][C@@H:2]1[CH2:11][C:6]2([CH2:10][CH2:9][CH2:8][CH2:7]2)[C@@H:5]([C:12]([O:14]CC)=[O:13])[C:4]([CH3:17])=[CH:3]1.[OH-].[K+].[OH-].[Na+], predict the reaction product. The product is: [OH:1][C@@H:2]1[CH2:11][C:6]2([CH2:7][CH2:8][CH2:9][CH2:10]2)[C@@H:5]([C:12]([OH:14])=[O:13])[C:4]([CH3:17])=[CH:3]1. (2) Given the reactants [C:1]1([CH:7]([CH3:11])[CH2:8][CH:9]=O)[CH:6]=[CH:5][CH:4]=[CH:3][CH:2]=1.Cl.[NH2:13][CH2:14][C:15]([NH2:17])=[O:16].C(N(CC)CC)C.C([O-])([O-])=O.[K+].[K+], predict the reaction product. The product is: [C:1]1([CH:7]([CH3:11])[CH2:8][CH:9]2[NH:17][C:15](=[O:16])[CH2:14][NH:13]2)[CH:6]=[CH:5][CH:4]=[CH:3][CH:2]=1. (3) Given the reactants [CH3:1][C:2]1[CH:3]=[CH:4][CH:5]=[C:6]2[C:11]=1[C:10]([CH:12]=O)=[CH:9][CH:8]=[CH:7]2.[F:14][C:15]1[CH:20]=[CH:19][C:18]([N:21]2[C:25]3([CH2:30][CH2:29][NH:28][CH2:27][CH2:26]3)[C:24](=[O:31])[NH:23][CH2:22]2)=[CH:17][CH:16]=1.[BH-](OC(C)=O)(OC(C)=O)OC(C)=O.[Na+].[OH-].[Na+], predict the reaction product. The product is: [F:14][C:15]1[CH:20]=[CH:19][C:18]([N:21]2[C:25]3([CH2:26][CH2:27][N:28]([CH2:12][C:10]4[C:11]5[C:6](=[CH:5][CH:4]=[CH:3][C:2]=5[CH3:1])[CH:7]=[CH:8][CH:9]=4)[CH2:29][CH2:30]3)[C:24](=[O:31])[NH:23][CH2:22]2)=[CH:17][CH:16]=1. (4) Given the reactants [Si:1]([O:8][CH2:9][CH2:10][N:11]1[C:19]2[C:14](=[CH:15][CH:16]=[CH:17][CH:18]=2)[C:13]([CH2:20][CH2:21][CH2:22][OH:23])=[CH:12]1)([C:4]([CH3:7])([CH3:6])[CH3:5])([CH3:3])[CH3:2].[CH3:24][S:25](Br)(=[O:27])=[O:26].C(N(CC)CC)C, predict the reaction product. The product is: [CH3:24][S:25]([O:23][CH2:22][CH2:21][CH2:20][C:13]1[C:14]2[C:19](=[CH:18][CH:17]=[CH:16][CH:15]=2)[N:11]([CH2:10][CH2:9][O:8][Si:1]([C:4]([CH3:7])([CH3:6])[CH3:5])([CH3:3])[CH3:2])[CH:12]=1)(=[O:27])=[O:26]. (5) Given the reactants C[O:2][C:3](=O)[CH2:4][CH2:5][C:6]1[C:7](=[O:21])[N:8]([CH2:11][CH2:12][CH2:13][C:14]2[CH:19]=[CH:18][C:17]([CH3:20])=[CH:16][CH:15]=2)[CH2:9][CH:10]=1.CO.[NH2:25][O:26][K].C(O)(=O)C, predict the reaction product. The product is: [OH:26][NH:25][C:3](=[O:2])[CH2:4][CH2:5][C:6]1[C:7](=[O:21])[N:8]([CH2:11][CH2:12][CH2:13][C:14]2[CH:19]=[CH:18][C:17]([CH3:20])=[CH:16][CH:15]=2)[CH2:9][CH:10]=1. (6) The product is: [NH2:7][C:4]1[S:5][C:6]([C:13]([OH:14])([C:15]([F:18])([F:17])[F:16])[C:12]([F:20])([F:19])[F:11])=[C:2]([CH3:1])[N:3]=1. Given the reactants [CH3:1][C:2]1[N:3]=[C:4]([NH2:7])[S:5][CH:6]=1.O.O.O.[F:11][C:12]([F:20])([F:19])[C:13]([C:15]([F:18])([F:17])[F:16])=[O:14], predict the reaction product. (7) The product is: [Br:50][C:51]1[N:59]=[CH:58][CH:57]=[C:56]([CH3:60])[C:52]=1[C:53]([NH:1][CH2:2][CH2:3][C@H:4]([N:6]1[CH2:7][CH2:8][CH:9]([N:12]([C:21]2[CH:26]=[CH:25][C:24]([O:27][CH3:28])=[CH:23][CH:22]=2)[CH2:13][C:14]2[CH:15]=[N:16][CH:17]=[CH:18][C:19]=2[CH3:20])[CH2:10][CH2:11]1)[CH3:5])=[O:54]. Given the reactants [NH2:1][CH2:2][CH2:3][C@H:4]([N:6]1[CH2:11][CH2:10][CH:9]([N:12]([C:21]2[CH:26]=[CH:25][C:24]([O:27][CH3:28])=[CH:23][CH:22]=2)[CH2:13][C:14]2[CH:15]=[N:16][CH:17]=[CH:18][C:19]=2[CH3:20])[CH2:8][CH2:7]1)[CH3:5].CCN=C=NCCCN(C)C.C1C=CC2N(O)N=NC=2C=1.[Br:50][C:51]1[N:59]=[CH:58][CH:57]=[C:56]([CH3:60])[C:52]=1[C:53](O)=[O:54].CCN(C(C)C)C(C)C, predict the reaction product.